This data is from Forward reaction prediction with 1.9M reactions from USPTO patents (1976-2016). The task is: Predict the product of the given reaction. (1) The product is: [OH:16][CH2:15][C@H:14]1[CH2:13][CH2:12][C:11](=[O:36])[N:10]1[C:9]1[CH:8]=[CH:7][C:4]([C:5]#[N:6])=[C:3]([C:37]([F:40])([F:38])[F:39])[C:2]=1[CH3:1]. Given the reactants [CH3:1][C:2]1[C:3]([C:37]([F:40])([F:39])[F:38])=[C:4]([CH:7]=[CH:8][C:9]=1[N:10]1[C@@H:14]([CH2:15][O:16]C(C2C=CC=CC=2)(C2C=CC=CC=2)C2C=CC=CC=2)[CH2:13][CH2:12][C:11]1=[O:36])[C:5]#[N:6], predict the reaction product. (2) Given the reactants [H-].[Na+].[CH3:3][O:4][CH2:5][CH2:6][OH:7].F[C:9]1[CH:14]=[CH:13][C:12]([S:15]([NH:18][C:19]2[CH:24]=[CH:23][C:22]([CH3:25])=[CH:21][CH:20]=2)(=[O:17])=[O:16])=[CH:11][CH:10]=1, predict the reaction product. The product is: [CH3:3][O:4][CH2:5][CH2:6][O:7][C:9]1[CH:10]=[CH:11][C:12]([S:15]([NH:18][C:19]2[CH:20]=[CH:21][C:22]([CH3:25])=[CH:23][CH:24]=2)(=[O:16])=[O:17])=[CH:13][CH:14]=1. (3) The product is: [Br:1][C:2]1[CH:7]=[CH:6][C:5]([C:8]2([C:11]([OH:16])=[O:14])[CH2:10][CH2:9]2)=[CH:4][C:3]=1[F:13]. Given the reactants [Br:1][C:2]1[CH:7]=[CH:6][C:5]([C:8]2([C:11]#N)[CH2:10][CH2:9]2)=[CH:4][C:3]=1[F:13].[OH-:14].[Na+].[OH:16]O.Cl, predict the reaction product. (4) Given the reactants [CH3:1][O:2][C:3]1[CH:8]=[CH:7][C:6]([N:9](C)[C:10]2[C:11]3[C:19]([CH3:20])=[CH:18][S:17][C:12]=3[N:13]=[C:14]([CH3:16])[N:15]=2)=[CH:5][CH:4]=1.C(O)(C)C.[ClH:26], predict the reaction product. The product is: [Cl:26][C:10]1[C:11]2[C:19]([CH3:20])=[CH:18][S:17][C:12]=2[N:13]=[C:14]([CH3:16])[N:15]=1.[CH3:10][NH:9][C:6]1[CH:7]=[CH:8][C:3]([O:2][CH3:1])=[CH:4][CH:5]=1. (5) Given the reactants [Cl:1][C:2]1[N:10]=[CH:9][N:8]=[C:7]2[C:3]=1[NH:4][CH:5]=[N:6]2.[CH3:11][C:12]([O:15][C:16](O[C:16]([O:15][C:12]([CH3:14])([CH3:13])[CH3:11])=[O:17])=[O:17])([CH3:14])[CH3:13], predict the reaction product. The product is: [Cl:1][C:2]1[N:10]=[CH:9][N:8]=[C:7]2[C:3]=1[N:4]=[CH:5][N:6]2[C:16]([O:15][C:12]([CH3:14])([CH3:13])[CH3:11])=[O:17]. (6) The product is: [CH2:22]([O:21][P:19]([CH2:18][O:17][CH2:16][C:5]1[N:6]([CH2:11][C:12]([CH3:15])([CH3:14])[CH3:13])[C:7]2[C:3]([N:4]=1)=[C:2]([NH2:27])[N:10]=[CH:9][N:8]=2)([O:24][CH2:25][CH3:26])=[O:20])[CH3:23]. Given the reactants Cl[C:2]1[N:10]=[CH:9][N:8]=[C:7]2[C:3]=1[N:4]=[C:5]([CH2:16][O:17][CH2:18][P:19]([O:24][CH2:25][CH3:26])([O:21][CH2:22][CH3:23])=[O:20])[N:6]2[CH2:11][C:12]([CH3:15])([CH3:14])[CH3:13].[NH3:27], predict the reaction product. (7) Given the reactants B(Br)(Br)Br.C[O:6][C:7]1[CH:8]=[C:9]([CH2:13][CH2:14][C:15]2[CH:20]=[CH:19][CH:18]=[C:17]([O:21]C)[CH:16]=2)[CH:10]=[CH:11][CH:12]=1, predict the reaction product. The product is: [OH:6][C:7]1[CH:8]=[C:9]([CH2:13][CH2:14][C:15]2[CH:20]=[CH:19][CH:18]=[C:17]([OH:21])[CH:16]=2)[CH:10]=[CH:11][CH:12]=1. (8) The product is: [ClH:28].[Br:19][C:15]1[N:14]=[C:13]([N:10]2[CH2:11][CH2:12][C@H:8]([NH2:7])[CH2:9]2)[CH:18]=[CH:17][CH:16]=1. Given the reactants C(OC(=O)[NH:7][C@H:8]1[CH2:12][CH2:11][N:10]([C:13]2[CH:18]=[CH:17][CH:16]=[C:15]([Br:19])[N:14]=2)[CH2:9]1)(C)(C)C.FC(F)(F)C(O)=O.[Cl:28]CCl, predict the reaction product. (9) Given the reactants FC(F)(F)C1C=C(NC(=O)NC2C=CC(C3SC(CCC(OC)=O)=NC=3)=CC=2)C=CC=1.[NH2:32][C:33]1[CH:38]=[CH:37][C:36]([C:39]2[S:43][C:42]([CH:44]3[CH2:49][CH2:48][CH:47]([C:50]([O:52][CH3:53])=[O:51])[CH2:46][CH2:45]3)=[N:41][CH:40]=2)=[CH:35][CH:34]=1.[N:54]([C:57]1[CH:62]=[CH:61][CH:60]=[C:59]([F:63])[CH:58]=1)=[C:55]=[O:56], predict the reaction product. The product is: [F:63][C:59]1[CH:58]=[C:57]([NH:54][C:55](=[O:56])[NH:32][C:33]2[CH:34]=[CH:35][C:36]([C:39]3[S:43][C:42]([CH:44]4[CH2:45][CH2:46][CH:47]([C:50]([O:52][CH3:53])=[O:51])[CH2:48][CH2:49]4)=[N:41][CH:40]=3)=[CH:37][CH:38]=2)[CH:62]=[CH:61][CH:60]=1.